This data is from Catalyst prediction with 721,799 reactions and 888 catalyst types from USPTO. The task is: Predict which catalyst facilitates the given reaction. (1) Reactant: [C:1](=[O:37])([O:10][CH:11]([N:13]1[C:17]2[CH:18]=[CH:19][CH:20]=[CH:21][C:16]=2[N:15]=[C:14]1[S:22][CH2:23][C:24]1[C:29]([CH3:30])=[C:28]([O:31][CH2:32][C:33]([F:36])([F:35])[F:34])[CH:27]=[CH:26][N:25]=1)[CH3:12])[O:2][CH2:3][C:4]1[CH:9]=[CH:8][CH:7]=[CH:6][CH:5]=1.ClC1C=C(C=CC=1)C(OO)=[O:43]. Product: [C:1](=[O:37])([O:10][CH:11]([N:13]1[C:17]2[CH:18]=[CH:19][CH:20]=[CH:21][C:16]=2[N:15]=[C:14]1[S:22]([CH2:23][C:24]1[C:29]([CH3:30])=[C:28]([O:31][CH2:32][C:33]([F:36])([F:34])[F:35])[CH:27]=[CH:26][N:25]=1)=[O:43])[CH3:12])[O:2][CH2:3][C:4]1[CH:9]=[CH:8][CH:7]=[CH:6][CH:5]=1. The catalyst class is: 4. (2) Reactant: Cl.[OH:2][CH:3]1[O:11][C@H:10]([CH2:12][OH:13])[C@@H:8]([OH:9])[C@H:6]([OH:7])[C@H:4]1[NH2:5].Cl[C:15]([O:17][CH2:18][C:19]1[CH:24]=[CH:23][CH:22]=[CH:21][CH:20]=1)=[O:16]. Product: [C:15]([NH:5][C@@H:4]1[C@@H:6]([OH:7])[C@H:8]([OH:9])[C@@H:10]([CH2:12][OH:13])[O:11][CH:3]1[OH:2])([O:17][CH2:18][C:19]1[CH:24]=[CH:23][CH:22]=[CH:21][CH:20]=1)=[O:16]. The catalyst class is: 6. (3) Reactant: [Br:1][C:2]1[CH:7]=[C:6]([CH3:8])[C:5]([CH:9]2[C:15](=[O:16])[CH:14]3[CH2:17][CH:11]([CH2:12][CH2:13]3)[C:10]2=[O:18])=[C:4]([CH3:19])[CH:3]=1.[C:20](=O)([O-])[O-].[K+].[K+].IC. The catalyst class is: 21. Product: [Br:1][C:2]1[CH:3]=[C:4]([CH3:19])[C:5]([C:9]2[C:10](=[O:18])[CH:11]3[CH2:17][CH:14]([C:15]=2[O:16][CH3:20])[CH2:13][CH2:12]3)=[C:6]([CH3:8])[CH:7]=1. (4) Reactant: [NH2:1][C:2]1[CH:32]=[CH:31][C:5]2[NH:6][C:7]([C:12]3[C:13](=[O:30])[N:14]([CH2:24][CH2:25][C:26]([CH3:29])([CH3:28])[CH3:27])[N:15]=[C:16]([C:19]4[S:20][CH:21]=[CH:22][CH:23]=4)[C:17]=3[OH:18])=[N:8][S:9](=[O:11])(=[O:10])[C:4]=2[CH:3]=1.N1C=CC=CC=1.Cl[CH2:40][CH2:41][S:42](Cl)(=[O:44])=[O:43]. Product: [CH3:29][C:26]([CH3:28])([CH3:27])[CH2:25][CH2:24][N:14]1[C:13](=[O:30])[C:12]([C:7]2[NH:6][C:5]3[CH:31]=[CH:32][C:2]([NH:1][S:42]([CH:41]=[CH2:40])(=[O:44])=[O:43])=[CH:3][C:4]=3[S:9](=[O:10])(=[O:11])[N:8]=2)=[C:17]([OH:18])[C:16]([C:19]2[S:20][CH:21]=[CH:22][CH:23]=2)=[N:15]1. The catalyst class is: 21. (5) Product: [NH2:1][C:4]1[C:5]([O:10][CH:11]2[CH2:14][N:13]([C:15]([O:17][C:18]([CH3:21])([CH3:20])[CH3:19])=[O:16])[CH2:12]2)=[N:6][CH:7]=[CH:8][CH:9]=1. The catalyst class is: 261. Reactant: [N+:1]([C:4]1[C:5]([O:10][CH:11]2[CH2:14][N:13]([C:15]([O:17][C:18]([CH3:21])([CH3:20])[CH3:19])=[O:16])[CH2:12]2)=[N:6][CH:7]=[CH:8][CH:9]=1)([O-])=O.C([O-])=O.[NH4+]. (6) Reactant: [NH2:1][C:2]1[CH:9]=[CH:8][C:7]([Br:10])=[CH:6][C:3]=1[C:4]#[N:5].[CH:11]1([C:14](Cl)=[O:15])[CH2:13][CH2:12]1. Product: [Br:10][C:7]1[CH:8]=[CH:9][C:2]([NH:1][C:14]([CH:11]2[CH2:13][CH2:12]2)=[O:15])=[C:3]([C:4]#[N:5])[CH:6]=1. The catalyst class is: 17. (7) Product: [Cl:1][C:2]1[N:10]([CH2:11][O:12][CH2:13][CH2:14][Si:15]([CH3:18])([CH3:16])[CH3:17])[C:9]2[C:4](=[N:5][C:6]([C:20]3[CH:21]=[CH:22][C:23]([C:26]4([CH:29]=[O:30])[CH2:28][CH2:27]4)=[CH:24][CH:25]=3)=[C:7]([Cl:19])[CH:8]=2)[CH:3]=1. The catalyst class is: 2. Reactant: [Cl:1][C:2]1[N:10]([CH2:11][O:12][CH2:13][CH2:14][Si:15]([CH3:18])([CH3:17])[CH3:16])[C:9]2[C:4](=[N:5][C:6]([C:20]3[CH:25]=[CH:24][C:23]([C:26]4([CH2:29][OH:30])[CH2:28][CH2:27]4)=[CH:22][CH:21]=3)=[C:7]([Cl:19])[CH:8]=2)[CH:3]=1. (8) Reactant: [NH:1]1[C:9]2[C:4](=[CH:5][CH:6]=[CH:7][CH:8]=2)[CH2:3][C:2]1=[O:10].[N:11]1([CH2:16][CH2:17][CH2:18][C:19]2[CH:20]=[C:21]3[C:25](=[CH:26][CH:27]=2)[NH:24][C:23]([CH:28]=O)=[CH:22]3)[CH2:15][CH2:14][CH2:13][CH2:12]1.N1CCCCC1. Product: [N:11]1([CH2:16][CH2:17][CH2:18][C:19]2[CH:20]=[C:21]3[C:25](=[CH:26][CH:27]=2)[NH:24][C:23]([CH:28]=[C:3]2[C:4]4[C:9](=[CH:8][CH:7]=[CH:6][CH:5]=4)[NH:1][C:2]2=[O:10])=[CH:22]3)[CH2:12][CH2:13][CH2:14][CH2:15]1. The catalyst class is: 8. (9) Reactant: Br[C:2]1[C:3](=[O:36])[N:4]([CH2:21][CH2:22][C:23]2[CH:35]=[CH:34][C:26]([C:27]([O:29][C:30]([CH3:33])([CH3:32])[CH3:31])=[O:28])=[CH:25][CH:24]=2)[C:5]([CH2:11][N:12]2[CH2:16][CH2:15][CH2:14][C@@H:13]2[CH2:17][CH:18]([CH3:20])[CH3:19])=[C:6]([CH:8]2[CH2:10][CH2:9]2)[CH:7]=1.[CH3:37]B(O)O.P([O-])([O-])([O-])=O.[K+].[K+].[K+].O. Product: [CH:8]1([C:6]2[CH:7]=[C:2]([CH3:37])[C:3](=[O:36])[N:4]([CH2:21][CH2:22][C:23]3[CH:35]=[CH:34][C:26]([C:27]([O:29][C:30]([CH3:33])([CH3:32])[CH3:31])=[O:28])=[CH:25][CH:24]=3)[C:5]=2[CH2:11][N:12]2[CH2:16][CH2:15][CH2:14][C@@H:13]2[CH2:17][CH:18]([CH3:20])[CH3:19])[CH2:9][CH2:10]1. The catalyst class is: 155. (10) Reactant: [NH2:1][N:2]1[CH2:7][CH2:6][C:5]([CH2:9][CH2:10][C:11]2[C:20]3[C:15](=[CH:16][CH:17]=[C:18]([O:21][CH3:22])[N:19]=3)[N:14]=[CH:13][CH:12]=2)([OH:8])[CH2:4][CH2:3]1.[O:23]=[C:24]1[CH2:29][S:28][C:27]2[CH:30]=[CH:31][C:32]([C:34](O)=[O:35])=[N:33][C:26]=2[NH:25]1.C(Cl)CCl.C1C=CC2N(O)N=NC=2C=1. Product: [OH:8][C:5]1([CH2:9][CH2:10][C:11]2[C:20]3[C:15](=[CH:16][CH:17]=[C:18]([O:21][CH3:22])[N:19]=3)[N:14]=[CH:13][CH:12]=2)[CH2:6][CH2:7][N:2]([NH:1][C:34]([C:32]2[CH:31]=[CH:30][C:27]3[S:28][CH2:29][C:24](=[O:23])[NH:25][C:26]=3[N:33]=2)=[O:35])[CH2:3][CH2:4]1. The catalyst class is: 59.